This data is from Full USPTO retrosynthesis dataset with 1.9M reactions from patents (1976-2016). The task is: Predict the reactants needed to synthesize the given product. (1) Given the product [CH:1]1([S:4]([C:7]2[CH:12]=[CH:11][C:10]([CH:13]([CH2:20][CH:21]3[CH2:26][CH2:25][O:24][CH2:23][CH2:22]3)[C:14](=[O:15])[CH:27]=[CH2:28])=[CH:9][CH:8]=2)(=[O:5])=[O:6])[CH2:2][CH2:3]1, predict the reactants needed to synthesize it. The reactants are: [CH:1]1([S:4]([C:7]2[CH:12]=[CH:11][C:10]([CH:13]([CH2:20][CH:21]3[CH2:26][CH2:25][O:24][CH2:23][CH2:22]3)[C:14](N(OC)C)=[O:15])=[CH:9][CH:8]=2)(=[O:6])=[O:5])[CH2:3][CH2:2]1.[CH:27]([Mg]Br)=[CH2:28].Cl. (2) Given the product [Si:32]([O:39][CH2:40][CH2:41][N:42]([CH:43]([CH3:45])[CH3:44])[C:29]([C:10]1[C:9]([O:8][CH2:1][C:2]2[CH:7]=[CH:6][CH:5]=[CH:4][CH:3]=2)=[C:14]([OH:15])[N:13]=[C:12]([CH2:16][C:17]2([C:22]3[CH:23]=[CH:24][C:25]([Br:28])=[CH:26][CH:27]=3)[CH2:21][CH2:20][CH2:19][CH2:18]2)[N:11]=1)=[O:31])([C:35]([CH3:38])([CH3:37])[CH3:36])([CH3:34])[CH3:33], predict the reactants needed to synthesize it. The reactants are: [CH2:1]([O:8][C:9]1[C:10]([C:29]([OH:31])=O)=[N:11][C:12]([CH2:16][C:17]2([C:22]3[CH:27]=[CH:26][C:25]([Br:28])=[CH:24][CH:23]=3)[CH2:21][CH2:20][CH2:19][CH2:18]2)=[N:13][C:14]=1[OH:15])[C:2]1[CH:7]=[CH:6][CH:5]=[CH:4][CH:3]=1.[Si:32]([O:39][CH2:40][CH2:41][NH:42][CH:43]([CH3:45])[CH3:44])([C:35]([CH3:38])([CH3:37])[CH3:36])([CH3:34])[CH3:33].O=P(Cl)(Cl)Cl. (3) Given the product [O:3]=[C:1]1[CH:25]2[CH2:26][C:21]3([NH:28][C:29](=[O:35])[O:30][C:31]([CH3:33])([CH3:32])[CH3:34])[CH2:20][CH:19]([CH2:27][CH:23]([CH2:22]3)[O:4]1)[CH2:18]2, predict the reactants needed to synthesize it. The reactants are: [C:1]([O-:4])([OH:3])=O.[Na+].C1C=C(Cl)C=C(C(OO)=O)C=1.O=[C:18]1[CH:25]2[CH2:26][C:21]3([NH:28][C:29](=[O:35])[O:30][C:31]([CH3:34])([CH3:33])[CH3:32])[CH2:22][CH:23]([CH2:27][CH:19]1[CH2:20]3)C2.S(=O)(=O)(O)[O-].[Na+]. (4) Given the product [CH2:17]([C:23]1[CH:24]=[CH:25][C:26]2[C:43](=[CH:42][C:41]3[C:28]([CH:27]=2)=[CH:29][C:30]2[C:39](=[CH:38][C:37]4[C:32]([CH:31]=2)=[CH:33][C:34]([CH2:46][CH2:47][CH2:48][CH2:49][CH2:50][CH3:51])=[CH:35][CH:36]=4)[CH:40]=3)[CH:44]=1)[CH2:18][CH2:19][CH2:20][CH2:21][CH3:22], predict the reactants needed to synthesize it. The reactants are: CC(CC)[O-].CC(CC)[O-].CC(CC)[O-].[Al+3].[CH2:17]([C:23]1[CH:24]=[CH:25][C:26]2[CH:27]=[C:28]3[C:41]([C:42](=O)[C:43]=2[CH:44]=1)=[CH:40][C:39]1[C:30]([C:31](=O)[C:32]2[C:37]([CH:38]=1)=[CH:36][CH:35]=[C:34]([CH2:46][CH2:47][CH2:48][CH2:49][CH2:50][CH3:51])[CH:33]=2)=[CH:29]3)[CH2:18][CH2:19][CH2:20][CH2:21][CH3:22].